From a dataset of Full USPTO retrosynthesis dataset with 1.9M reactions from patents (1976-2016). Predict the reactants needed to synthesize the given product. (1) Given the product [Br:1][C:2]1[CH:3]=[C:4]([CH:7]=[C:8]([N+:16]([O-:18])=[O:17])[C:9]=1[OH:10])[C:5]#[N:6], predict the reactants needed to synthesize it. The reactants are: [Br:1][C:2]1[CH:3]=[C:4]([CH:7]=[C:8](Br)[C:9]=1[OH:10])[C:5]#[N:6].C(O)(=O)C.[N:16]([O-:18])=[O:17].[Na+].O. (2) Given the product [CH:1]1([C:6](=[N:17][OH:18])[CH2:7][N+:8]([O-:10])=[O:9])[CH2:5][CH2:4][CH2:3][CH2:2]1, predict the reactants needed to synthesize it. The reactants are: [CH:1]1([C:6](=O)[CH2:7][N+:8]([O-:10])=[O:9])[CH2:5][CH2:4][CH2:3][CH2:2]1.S(O)(O)(=O)=O.[NH2:17][OH:18]. (3) Given the product [CH3:12][O:13][C:14]1[CH:19]=[CH:18][N:17]=[C:16]([C:20]2[S:4][C:3]3[CH:5]=[CH:6][CH:7]=[CH:8][C:2]=3[C:1](=[O:10])[N:21]=2)[CH:15]=1, predict the reactants needed to synthesize it. The reactants are: [C:1]([O:10]C)(=O)[C:2]1[C:3](=[CH:5][CH:6]=[CH:7][CH:8]=1)[SH:4].[CH3:12][O:13][C:14]1[CH:19]=[CH:18][N:17]=[C:16]([C:20]#[N:21])[CH:15]=1.C(N(CC)CC)C. (4) Given the product [Si:1]([O:8][CH2:9][C:10]1[S:11][C:12]([Sn:20]([CH2:25][CH2:26][CH2:27][CH3:28])([CH2:29][CH2:30][CH2:31][CH3:32])[CH2:21][CH2:22][CH2:23][CH3:24])=[CH:13][N:14]=1)([C:4]([CH3:7])([CH3:5])[CH3:6])([CH3:2])[CH3:3], predict the reactants needed to synthesize it. The reactants are: [Si:1]([O:8][CH2:9][C:10]1[S:11][CH:12]=[CH:13][N:14]=1)([C:4]([CH3:7])([CH3:6])[CH3:5])([CH3:3])[CH3:2].[Li]C(C)(C)C.[Sn:20](Cl)([CH2:29][CH2:30][CH2:31][CH3:32])([CH2:25][CH2:26][CH2:27][CH3:28])[CH2:21][CH2:22][CH2:23][CH3:24].[NH4+].[Cl-]. (5) Given the product [CH3:30][O:29][C:23]1[CH:22]=[C:21]([S:18]([N:17]([CH:31]2[CH2:32][CH2:33]2)[CH2:16][CH2:15][N:14]([CH2:35][CH3:36])[S:11]([C:5]2[CH:6]=[CH:7][C:8]([O:9][CH3:10])=[C:3]([O:2][CH3:1])[CH:4]=2)(=[O:12])=[O:13])(=[O:20])=[O:19])[CH:26]=[CH:25][C:24]=1[O:27][CH3:28], predict the reactants needed to synthesize it. The reactants are: [CH3:1][O:2][C:3]1[CH:4]=[C:5]([S:11]([NH:14][CH2:15][CH2:16][N:17]([CH:31]2[CH2:33][CH2:32]2)[S:18]([C:21]2[CH:26]=[CH:25][C:24]([O:27][CH3:28])=[C:23]([O:29][CH3:30])[CH:22]=2)(=[O:20])=[O:19])(=[O:13])=[O:12])[CH:6]=[CH:7][C:8]=1[O:9][CH3:10].I[CH2:35][CH3:36].C(=O)([O-])[O-].[K+].[K+]. (6) Given the product [CH3:22][O:14][CH2:13][C:3]1[C:2]([F:1])=[C:7]([F:8])[C:6]([CH2:9][OH:10])=[C:5]([F:11])[C:4]=1[F:12], predict the reactants needed to synthesize it. The reactants are: [F:1][C:2]1[C:7]([F:8])=[C:6]([CH2:9][OH:10])[C:5]([F:11])=[C:4]([F:12])[C:3]=1[CH2:13][OH:14].O.[OH-].[Na+].S(OC)(O[CH3:22])(=O)=O. (7) Given the product [Cl:1][C:2]1[CH:3]=[C:4]([C:12]2[CH:17]=[C:16]([C:18]([F:21])([F:19])[F:20])[N:15]3[N:22]=[CH:23][C:24]([C:25]4[O:27][N:35]=[C:33]([C:32]5[CH:37]=[CH:38][C:29]([NH2:28])=[N:30][CH:31]=5)[N:34]=4)=[C:14]3[N:13]=2)[CH:5]=[CH:6][C:7]=1[C:8]([F:10])([F:9])[F:11], predict the reactants needed to synthesize it. The reactants are: [Cl:1][C:2]1[CH:3]=[C:4]([C:12]2[CH:17]=[C:16]([C:18]([F:21])([F:20])[F:19])[N:15]3[N:22]=[CH:23][C:24]([C:25]([OH:27])=O)=[C:14]3[N:13]=2)[CH:5]=[CH:6][C:7]=1[C:8]([F:11])([F:10])[F:9].[NH2:28][C:29]1[CH:38]=[CH:37][C:32]([C:33]([NH:35]O)=[NH:34])=[CH:31][N:30]=1.